This data is from Full USPTO retrosynthesis dataset with 1.9M reactions from patents (1976-2016). The task is: Predict the reactants needed to synthesize the given product. (1) Given the product [O:23]1[CH2:24][CH2:25][CH2:26][CH2:27][CH:22]1[O:21][CH2:20][CH2:19][O:1][CH:2]1[CH2:3][CH2:4][N:5]([C:8]([O:10][CH2:11][C:12]2[CH:17]=[CH:16][CH:15]=[CH:14][CH:13]=2)=[O:9])[CH2:6][CH2:7]1, predict the reactants needed to synthesize it. The reactants are: [OH:1][CH:2]1[CH2:7][CH2:6][N:5]([C:8]([O:10][CH2:11][C:12]2[CH:17]=[CH:16][CH:15]=[CH:14][CH:13]=2)=[O:9])[CH2:4][CH2:3]1.Br[CH2:19][CH2:20][O:21][CH:22]1[CH2:27][CH2:26][CH2:25][CH2:24][O:23]1. (2) The reactants are: [Br:1][C:2]1[N:3]=[C:4]([C:7](=[O:9])[CH3:8])[S:5][CH:6]=1.[CH:10](OC)(OC)[O:11]C.[CH3:17]C1C=CC(S(O)(=O)=O)=CC=1.C([O-])(O)=O.[Na+]. Given the product [Br:1][C:2]1[N:3]=[C:4]([C:7]([O:11][CH3:10])([O:9][CH3:17])[CH3:8])[S:5][CH:6]=1, predict the reactants needed to synthesize it. (3) Given the product [Cl:1][C:2]1[CH:7]=[CH:6][C:5]([C@@H:8]2[CH2:13][CH2:12][N:11]([CH2:32][C:33]([F:36])([F:35])[F:34])[CH2:10][C@H:9]2[C:14]([O:16][CH2:17][CH3:18])=[O:15])=[CH:4][CH:3]=1, predict the reactants needed to synthesize it. The reactants are: [Cl:1][C:2]1[CH:7]=[CH:6][C:5]([C@@H:8]2[CH2:13][CH2:12][NH:11][CH2:10][C@H:9]2[C:14]([O:16][CH2:17][CH3:18])=[O:15])=[CH:4][CH:3]=1.C(N(CC)CC)C.FC(F)(F)S(O[CH2:32][C:33]([F:36])([F:35])[F:34])(=O)=O. (4) The reactants are: [CH:1]1([C:7]2[C:15]3[C:10](=[CH:11][C:12]([C:16]([OH:18])=[O:17])=[CH:13][CH:14]=3)[N:9]([CH2:19][C:20](N3CCOCC3)=[O:21])[C:8]=2[C:28]2[CH:33]=[CH:32][C:31](C3C=CC(N(C)C)=CC=3)=[CH:30][CH:29]=2)[CH2:6][CH2:5][CH2:4][CH2:3][CH2:2]1.C[O:44]C(C1C=C2C(C(C3CCCCC3)=C(C3C=CC(OS(C(F)(F)F)(=O)=O)=CC=3)N2CC(N2CCOCC2)=O)=CC=1)=O.[CH3:85][O:86][C:87]1[CH:92]=[CH:91][N:90]=[CH:89][C:88]=1B(O)O. Given the product [C:20]([CH2:19][N:9]1[C:10]2[C:15](=[CH:14][CH:13]=[C:12]([C:16]([OH:18])=[O:17])[CH:11]=2)[C:7]([CH:1]2[CH2:6][CH2:5][CH2:4][CH2:3][CH2:2]2)=[C:8]1[C:28]1[CH:33]=[CH:32][C:31]([C:88]2[CH:89]=[N:90][CH:91]=[CH:92][C:87]=2[O:86][CH3:85])=[CH:30][CH:29]=1)([OH:21])=[O:44], predict the reactants needed to synthesize it. (5) Given the product [Cl:16][C:17]1[CH:22]=[CH:21][CH:20]=[CH:19][C:18]=1[CH:23]([N:26]1[CH2:31][CH2:30][C:29]2[S:32][CH:33]=[CH:34][C:28]=2[CH2:27]1)[C:24]#[N:25], predict the reactants needed to synthesize it. The reactants are: [C@]12(CS(O)(=O)=O)C(C)(C)C(CC1)CC2=O.[Cl:16][C:17]1[CH:22]=[CH:21][CH:20]=[CH:19][C:18]=1[CH:23]([N:26]1[CH2:31][CH2:30][C:29]2[S:32][CH:33]=[CH:34][C:28]=2[CH2:27]1)[C:24]#[N:25].C(OCC)(=O)C.CN(C=O)C.